This data is from Catalyst prediction with 721,799 reactions and 888 catalyst types from USPTO. The task is: Predict which catalyst facilitates the given reaction. (1) Reactant: [NH2:1][C:2]1[CH:10]=[C:9]([N:11]2[CH2:16][CH2:15][O:14][CH2:13][CH2:12]2)[CH:8]=[CH:7][C:3]=1[C:4]([OH:6])=[O:5].CN([Si](C)(C)C)C(=O)C(F)(F)F.[CH3:29][S:30](Cl)(=[O:32])=[O:31].C(N(CC)CC)C. Product: [CH3:29][S:30]([NH:1][C:2]1[CH:10]=[C:9]([N:11]2[CH2:12][CH2:13][O:14][CH2:15][CH2:16]2)[CH:8]=[CH:7][C:3]=1[C:4]([OH:6])=[O:5])(=[O:32])=[O:31]. The catalyst class is: 2. (2) Reactant: [ClH:1].[CH3:2][NH:3][C@H:4]1[CH2:13][CH2:12][C:11]2[C:6](=[CH:7][CH:8]=[CH:9][C:10]=2[C:14]2[C:15]([CH3:21])=[N:16][N:17]([CH3:20])[C:18]=2[CH3:19])[CH2:5]1. Product: [ClH:1].[CH3:2][NH:3][C@H:4]1[CH2:13][CH2:12][C:11]2[C:6](=[CH:7][CH:8]=[CH:9][C:10]=2[C:14]2[C:15]([CH3:21])=[N:16][N:17]([CH3:20])[C:18]=2[CH3:19])[CH2:5]1. The catalyst class is: 28. (3) Product: [S:17]1[C:13]2[CH:12]=[C:11]([NH:10][C:8]3[N:1]=[C:2]([NH:38][C:29]([CH3:31])([C:32]4[CH:37]=[CH:36][CH:35]=[CH:34][CH:33]=4)[CH3:30])[N:4]=[C:5]([Cl:6])[N:7]=3)[CH:19]=[CH:18][C:14]=2[N:15]=[CH:16]1. The catalyst class is: 677. Reactant: [N:1]1[C:8](Cl)=[N:7][C:5]([Cl:6])=[N:4][C:2]=1Cl.[NH2:10][C:11]1[CH:19]=[CH:18][C:14]2[N:15]=[CH:16][S:17][C:13]=2[CH:12]=1.CCN(C(C)C)C(C)C.[C:29]([NH2:38])([C:32]1[CH:37]=[CH:36][CH:35]=[CH:34][CH:33]=1)([CH3:31])[CH3:30].